This data is from Reaction yield outcomes from USPTO patents with 853,638 reactions. The task is: Predict the reaction yield, written as a fraction of the theoretical maximum amount of product (1.0 means a 100% yield; for example, 0.34 means a 34% yield). (1) The reactants are [CH3:1][C:2]1[C:7]([OH:8])=[CH:6][CH:5]=[CH:4][N:3]=1.C([O-])([O-])=O.[Na+].[Na+].[I:15]I.Cl. The catalyst is O.CO. The product is [I:15][C:4]1[N:3]=[C:2]([CH3:1])[C:7]([OH:8])=[CH:6][CH:5]=1. The yield is 0.557. (2) The reactants are FC([C:4]([O:10][C:11]([C:14]([C:17]([C:20](F)=[O:21])([F:19])[F:18])([F:16])[F:15])([F:13])[F:12])([C:6]([F:9])([F:8])[F:7])[F:5])=O.FC(F)(C(F)(F)C(F)=O)C(F)=[O:26].C(=O)([O-])[O-].[Na+].[Na+].C(=O)=O.S(=O)(=O)(O)O.[OH-].[Na+]. The catalyst is COCCOCCOC.O. The product is [C:6]([CH:4]([O:10][C:11]([C:14]([C:17]([C:20]([OH:26])=[O:21])([F:19])[F:18])([F:15])[F:16])([F:13])[F:12])[F:5])([F:9])([F:7])[F:8]. The yield is 0.950. (3) The reactants are [NH2:1][CH2:2][C@@H:3]1[CH2:7][CH2:6][CH2:5][N:4]1[CH2:8][CH3:9].[CH3:10][O:11][C:12]1[CH:21]=[CH:20][C:19]([S:22](=[O:25])(=[O:24])[NH2:23])=[CH:18][C:13]=1[C:14](OC)=[O:15]. The catalyst is C(O)CCC. The product is [CH3:9][CH2:8][N:4]1[C@H:3]([CH2:2][NH:1][C:14]([C:13]2[CH:18]=[C:19]([S:22]([NH2:23])(=[O:25])=[O:24])[CH:20]=[CH:21][C:12]=2[O:11][CH3:10])=[O:15])[CH2:7][CH2:6][CH2:5]1. The yield is 0.750. (4) The reactants are Br[C:2]1[CH:3]=[C:4]2[C:8](=[C:9]([C:11]([NH2:13])=[O:12])[CH:10]=1)[NH:7][CH:6]=[C:5]2[CH:14]1[CH2:19][CH2:18][N:17]([S:20]([CH2:23][CH3:24])(=[O:22])=[O:21])[CH2:16][CH2:15]1.C(=O)([O-])[O-].[K+].[K+].S(O)(O)(=O)=O.[NH2:36][C:37]1[CH:38]=[C:39](B(O)O)[CH:40]=[CH:41][CH:42]=1.C(OCC)(=O)C. The catalyst is O.O1CCOCC1. The product is [NH2:36][C:37]1[CH:42]=[C:41]([C:2]2[CH:3]=[C:4]3[C:8](=[C:9]([C:11]([NH2:13])=[O:12])[CH:10]=2)[NH:7][CH:6]=[C:5]3[CH:14]2[CH2:15][CH2:16][N:17]([S:20]([CH2:23][CH3:24])(=[O:22])=[O:21])[CH2:18][CH2:19]2)[CH:40]=[CH:39][CH:38]=1. The yield is 0.360. (5) The reactants are [Cl:1][C:2]1[CH:7]=[CH:6][C:5]([CH3:8])=[CH:4][C:3]=1[NH:9][C:10]1[N:15]2[N:16]=[CH:17][C:18]([S:19]([NH2:22])(=[O:21])=[O:20])=[C:14]2[N:13]=[CH:12][C:11]=1[C:23]([N:25]1[CH2:28][C:27]2([CH2:31][N:30]([C:32]3[CH:37]=[CH:36][C:35]([F:38])=[CH:34][CH:33]=3)[CH2:29]2)[CH2:26]1)=[O:24].[C:39](O)(=[O:42])[CH2:40][CH3:41]. No catalyst specified. The product is [Cl:1][C:2]1[CH:7]=[CH:6][C:5]([CH3:8])=[CH:4][C:3]=1[NH:9][C:10]1[N:15]2[N:16]=[CH:17][C:18]([S:19]([NH:22][C:39](=[O:42])[CH2:40][CH3:41])(=[O:21])=[O:20])=[C:14]2[N:13]=[CH:12][C:11]=1[C:23]([N:25]1[CH2:28][C:27]2([CH2:31][N:30]([C:32]3[CH:37]=[CH:36][C:35]([F:38])=[CH:34][CH:33]=3)[CH2:29]2)[CH2:26]1)=[O:24]. The yield is 0.540. (6) The reactants are C[Si](C)(C)[O:3][C:4]([C:6]1[CH:11]=[CH:10][C:9]([N:12]2[CH:16]=[N:15][CH:14]=[N:13]2)=[CH:8][CH:7]=1)=[CH2:5].Br[CH:20]([C:25]1[CH:30]=[C:29]([Cl:31])[CH:28]=[C:27]([Cl:32])[CH:26]=1)[C:21]([F:24])([F:23])[F:22].N1C=CC=CC=1C1C=CC=CN=1. The catalyst is ClC1C=CC=CC=1Cl.Cl[Cu]. The product is [N:12]1([C:9]2[CH:10]=[CH:11][C:6]([C:4](=[O:5])[CH2:3][CH:20]([C:25]3[CH:26]=[C:27]([Cl:32])[CH:28]=[C:29]([Cl:31])[CH:30]=3)[C:21]([F:24])([F:23])[F:22])=[CH:7][CH:8]=2)[CH:16]=[N:15][CH:14]=[N:13]1. The yield is 0.310.